This data is from Forward reaction prediction with 1.9M reactions from USPTO patents (1976-2016). The task is: Predict the product of the given reaction. (1) Given the reactants [NH2:1][C:2]1[CH:3]=[N:4][C:5]([O:8][CH3:9])=[CH:6][CH:7]=1.N1C=CC=CC=1.[C:16]1([O:22][C:23](Cl)=[O:24])[CH:21]=[CH:20][CH:19]=[CH:18][CH:17]=1, predict the reaction product. The product is: [C:16]1([O:22][C:23](=[O:24])[NH:1][C:2]2[CH:3]=[N:4][C:5]([O:8][CH3:9])=[CH:6][CH:7]=2)[CH:21]=[CH:20][CH:19]=[CH:18][CH:17]=1. (2) Given the reactants [F:1][CH:2]([F:22])[O:3][C:4]1[CH:9]=[CH:8][C:7]([C@H:10]([NH:14][C:15](=[O:21])[O:16][C:17]([CH3:20])([CH3:19])[CH3:18])[CH2:11][CH2:12][OH:13])=[CH:6][CH:5]=1.[CH3:23][S:24](Cl)(=[O:26])=[O:25], predict the reaction product. The product is: [CH3:23][S:24]([O:13][CH2:12][CH2:11][C@@H:10]([NH:14][C:15]([O:16][C:17]([CH3:18])([CH3:19])[CH3:20])=[O:21])[C:7]1[CH:6]=[CH:5][C:4]([O:3][CH:2]([F:22])[F:1])=[CH:9][CH:8]=1)(=[O:26])=[O:25]. (3) Given the reactants C1C(=O)N([Br:8])C(=O)C1.[Br:9][C:10]1[N:15]=[C:14]([NH2:16])[CH:13]=[CH:12][CH:11]=1, predict the reaction product. The product is: [Br:8][C:11]1[CH:12]=[CH:13][C:14]([NH2:16])=[N:15][C:10]=1[Br:9]. (4) The product is: [O:40]=[C:38]1[C:37]2[C:36](=[CH:44][CH:43]=[CH:42][CH:41]=2)[C:35](=[O:45])[N:39]1[CH2:2][CH:3]1[CH:7]2[CH2:8][CH:5]([CH2:6]2)[N:4]1[C:9]([O:11][C:12]([CH3:15])([CH3:14])[CH3:13])=[O:10]. Given the reactants O[CH2:2][CH:3]1[CH:7]2[CH2:8][CH:5]([CH2:6]2)[N:4]1[C:9]([O:11][C:12]([CH3:15])([CH3:14])[CH3:13])=[O:10].C1(P(C2C=CC=CC=2)C2C=CC=CC=2)C=CC=CC=1.[C:35]1(=[O:45])[NH:39][C:38](=[O:40])[C:37]2=[CH:41][CH:42]=[CH:43][CH:44]=[C:36]12.N(C(OC(C)C)=O)=NC(OC(C)C)=O, predict the reaction product. (5) Given the reactants [CH:1](=[C:8]1[CH2:13][CH2:12][CH2:11][CH2:10][C:9]1=[O:14])[C:2]1[CH:7]=[CH:6][CH:5]=[CH:4][CH:3]=1.C(Cl)Cl.[CH3:18][NH2+:19][CH3:20].[C:21](Cl)(=O)C.Cl.ClCCl.[OH-].[Na+], predict the reaction product. The product is: [CH:1](=[C:8]1[CH2:13][CH2:12][CH2:11][CH:10]([CH2:18][N:19]([CH3:21])[CH3:20])[C:9]1=[O:14])[C:2]1[CH:7]=[CH:6][CH:5]=[CH:4][CH:3]=1. (6) Given the reactants [CH3:1][NH:2][C:3]([C:5]1[CH:10]=[CH:9][C:8](B2OC(C)(C)C(C)(C)O2)=[CH:7][N:6]=1)=[O:4].Br[C:21]1[CH:22]=[C:23]2[C:28](=[CH:29][CH:30]=1)[N:27]([C:31]1[C:35]3[CH2:36][N:37]([C:40](=[O:42])[CH3:41])[CH2:38][CH2:39][C:34]=3[N:33]([C@H:43]3[CH2:47][CH2:46][O:45][CH2:44]3)[N:32]=1)[CH2:26][CH2:25][CH2:24]2.ClCCl, predict the reaction product. The product is: [C:40]([N:37]1[CH2:38][CH2:39][C:34]2[N:33]([C@H:43]3[CH2:47][CH2:46][O:45][CH2:44]3)[N:32]=[C:31]([N:27]3[C:28]4[C:23](=[CH:22][C:21]([C:8]5[CH:9]=[CH:10][C:5]([C:3]([NH:2][CH3:1])=[O:4])=[N:6][CH:7]=5)=[CH:30][CH:29]=4)[CH2:24][CH2:25][CH2:26]3)[C:35]=2[CH2:36]1)(=[O:42])[CH3:41].